From a dataset of Catalyst prediction with 721,799 reactions and 888 catalyst types from USPTO. Predict which catalyst facilitates the given reaction. (1) Reactant: [CH3:1][O:2][C:3]1[CH:4]=[C:5]2[C:10](=[CH:11][CH:12]=1)[CH:9]=[C:8]([OH:13])[CH:7]=[CH:6]2.C(=O)([O-])[O-].[K+].[K+].[CH2:20](Br)[CH:21]=[CH2:22]. Product: [CH3:1][O:2][C:3]1[CH:4]=[C:5]2[C:10](=[CH:11][CH:12]=1)[CH:9]=[C:8]([O:13][CH2:22][CH:21]=[CH2:20])[CH:7]=[CH:6]2. The catalyst class is: 21. (2) Reactant: [CH2:1]([O:8][C:9]1[CH:14]=[CH:13][C:12]([C:15]2[O:19][C:18](Cl)=[N:17][C:16]=2[C:21]2[CH:26]=[CH:25][C:24]([O:27][CH3:28])=[CH:23][CH:22]=2)=[CH:11][CH:10]=1)[C:2]1[CH:7]=[CH:6][CH:5]=[CH:4][CH:3]=1.[CH3:29][O-:30].[Na+]. Product: [CH2:1]([O:8][C:9]1[CH:14]=[CH:13][C:12]([C:15]2[O:19][C:18]([O:30][CH3:29])=[N:17][C:16]=2[C:21]2[CH:26]=[CH:25][C:24]([O:27][CH3:28])=[CH:23][CH:22]=2)=[CH:11][CH:10]=1)[C:2]1[CH:7]=[CH:6][CH:5]=[CH:4][CH:3]=1. The catalyst class is: 5. (3) Reactant: [F:1][C:2]([F:7])([F:6])[C:3]([OH:5])=[O:4].[CH:8]([NH:11][C:12]([CH2:14][O:15][C:16]1[CH:17]=[C:18]([CH:38]=[CH:39][CH:40]=1)[C:19]([C:21]1[C:30]2[C:25](=[CH:26][C:27]([O:33][CH3:34])=[C:28]([O:31][CH3:32])[CH:29]=2)[C:24]([C:35]([OH:37])=[O:36])=[CH:23][N:22]=1)=[O:20])=[O:13])(C)[CH3:9].[CH2:41](NC)C. Product: [F:1][C:2]([F:7])([F:6])[C:3]([OH:5])=[O:4].[CH2:8]([N:11]([CH3:41])[C:12]([CH2:14][O:15][C:16]1[CH:17]=[C:18]([CH:38]=[CH:39][CH:40]=1)[C:19]([C:21]1[C:30]2[C:25](=[CH:26][C:27]([O:33][CH3:34])=[C:28]([O:31][CH3:32])[CH:29]=2)[C:24]([C:35]([OH:37])=[O:36])=[CH:23][N:22]=1)=[O:20])=[O:13])[CH3:9]. The catalyst class is: 2. (4) Reactant: C([O:8][C:9]1[CH:14]=[C:13]([O:15]CC2C=CC=CC=2)[CH:12]=[CH:11][C:10]=1[C:23]1(O)[CH2:28][CH2:27][N:26]([C:29]([O:31][C:32]([CH3:35])([CH3:34])[CH3:33])=[O:30])[CH2:25][CH2:24]1)C1C=CC=CC=1. Product: [OH:8][C:9]1[CH:14]=[C:13]([OH:15])[CH:12]=[CH:11][C:10]=1[CH:23]1[CH2:24][CH2:25][N:26]([C:29]([O:31][C:32]([CH3:35])([CH3:34])[CH3:33])=[O:30])[CH2:27][CH2:28]1. The catalyst class is: 407. (5) Reactant: C([O-])([O-])=O.[Cs+].[Cs+].[CH2:7]([O:14][C:15](=[O:35])[NH:16][CH:17]1[CH2:29][C:28]2[C:27]3[C:22](=[CH:23][CH:24]=[C:25]([O:30][C:31]([F:34])([F:33])[F:32])[CH:26]=3)[NH:21][C:20]=2[CH2:19][CH2:18]1)[C:8]1[CH:13]=[CH:12][CH:11]=[CH:10][CH:9]=1.Br[CH2:37][C:38]1[CH:43]=[CH:42][CH:41]=[C:40]([F:44])[N:39]=1. Product: [CH2:7]([O:14][C:15](=[O:35])[NH:16][CH:17]1[CH2:29][C:28]2[C:27]3[C:22](=[CH:23][CH:24]=[C:25]([O:30][C:31]([F:34])([F:32])[F:33])[CH:26]=3)[N:21]([CH2:37][C:38]3[CH:43]=[CH:42][CH:41]=[C:40]([F:44])[N:39]=3)[C:20]=2[CH2:19][CH2:18]1)[C:8]1[CH:9]=[CH:10][CH:11]=[CH:12][CH:13]=1. The catalyst class is: 31. (6) Reactant: Cl.[NH2:2][C:3]1[C:12]2[C:7](=[CH:8][C:9]([O:15][CH3:16])=[C:10]([O:13][CH3:14])[CH:11]=2)[N:6]=[C:5]([N:17]([CH2:19][CH2:20][C:21]#N)[CH3:18])[N:4]=1.[NH3:23]. Product: [NH2:2][C:3]1[C:12]2[C:7](=[CH:8][C:9]([O:15][CH3:16])=[C:10]([O:13][CH3:14])[CH:11]=2)[N:6]=[C:5]([N:17]([CH3:18])[CH2:19][CH:20]([NH2:23])[CH3:21])[N:4]=1. The catalyst class is: 181. (7) The catalyst class is: 46. Product: [Br:1][C:2]1[CH:3]=[CH:4][C:5]([C:8]23[CH2:9][N:10]([CH2:11][CH2:12]2)[CH2:22][CH2:21][O:20]3)=[CH:6][CH:7]=1. Reactant: [Br:1][C:2]1[CH:7]=[CH:6][C:5]([C:8]2([O:20][CH2:21][CH2:22]OS(C3C=CC(C)=CC=3)(=O)=O)[CH2:12][CH2:11][N:10](C(OC(C)(C)C)=O)[CH2:9]2)=[CH:4][CH:3]=1.FC(F)(F)C(O)=O.C([O-])([O-])=O.[K+].[K+].